This data is from Full USPTO retrosynthesis dataset with 1.9M reactions from patents (1976-2016). The task is: Predict the reactants needed to synthesize the given product. Given the product [OH:44][NH:45][C:19](=[O:20])[C:18]1[CH:26]=[CH:27][C:15]([C@H:13]([NH:12][S:9]([C:6]2[CH:7]=[CH:8][C:3]([C:2]([F:29])([F:28])[F:1])=[CH:4][CH:5]=2)(=[O:11])=[O:10])[CH3:14])=[CH:16][CH:17]=1, predict the reactants needed to synthesize it. The reactants are: [F:1][C:2]([F:29])([F:28])[C:3]1[CH:8]=[CH:7][C:6]([S:9]([NH:12][C@@H:13]([C:15]2[CH:27]=[CH:26][C:18]([C:19](OC(C)(C)C)=[O:20])=[CH:17][CH:16]=2)[CH3:14])(=[O:11])=[O:10])=[CH:5][CH:4]=1.FC(F)(F)C(O)=O.CN(C([O:44][N:45]1N=NC2C=CC=NC1=2)=[N+](C)C)C.F[P-](F)(F)(F)(F)F.C(N(CC)CC)C.[Si](ON)(C(C)(C)C)(C)C.Cl.C([O-])(O)=O.[Na+].